This data is from Forward reaction prediction with 1.9M reactions from USPTO patents (1976-2016). The task is: Predict the product of the given reaction. (1) Given the reactants Br[C:2]1[N:7]=[C:6]2[N:8]([CH2:11][C:12]3[CH:13]=[C:14]4[C:19](=[CH:20][CH:21]=3)[N:18]=[CH:17][CH:16]=[CH:15]4)[N:9]=[N:10][C:5]2=[N:4][CH:3]=1.C([SnH2][C:27]([O:29][CH2:30][CH3:31])=[CH2:28])CCC, predict the reaction product. The product is: [CH2:30]([O:29][C:27]([C:2]1[N:7]=[C:6]2[N:8]([CH2:11][C:12]3[CH:13]=[C:14]4[C:19](=[CH:20][CH:21]=3)[N:18]=[CH:17][CH:16]=[CH:15]4)[N:9]=[N:10][C:5]2=[N:4][CH:3]=1)=[CH2:28])[CH3:31]. (2) Given the reactants O=[C:2]1[CH2:7][CH2:6][N:5]([CH2:8][C:9]([NH:11][C:12]2[CH:17]=[CH:16][C:15]([O:18][C:19]3[CH:24]=[CH:23][CH:22]=[CH:21][CH:20]=3)=[CH:14][CH:13]=2)=[O:10])[CH2:4][CH2:3]1.[NH2:25][C:26]1[CH:35]=[CH:34][C:29]([C:30]([O:32][CH3:33])=[O:31])=[CH:28][CH:27]=1.C(O[BH-](OC(=O)C)OC(=O)C)(=O)C.[Na+].[OH-].[Na+], predict the reaction product. The product is: [O:10]=[C:9]([NH:11][C:12]1[CH:17]=[CH:16][C:15]([O:18][C:19]2[CH:24]=[CH:23][CH:22]=[CH:21][CH:20]=2)=[CH:14][CH:13]=1)[CH2:8][N:5]1[CH2:6][CH2:7][CH:2]([NH:25][C:26]2[CH:27]=[CH:28][C:29]([C:30]([O:32][CH3:33])=[O:31])=[CH:34][CH:35]=2)[CH2:3][CH2:4]1. (3) The product is: [Br:6][C:7]1[CH:15]=[C:14]([CH3:16])[C:13]([O:17][CH3:18])=[CH:12][C:8]=1[C:9]([O:11][CH3:21])=[O:10]. Given the reactants OS(O)(=O)=O.[Br:6][C:7]1[CH:15]=[C:14]([CH3:16])[C:13]([O:17][CH3:18])=[CH:12][C:8]=1[C:9]([OH:11])=[O:10].[OH-].[Na+].[CH3:21]O, predict the reaction product.